From a dataset of NCI-60 drug combinations with 297,098 pairs across 59 cell lines. Regression. Given two drug SMILES strings and cell line genomic features, predict the synergy score measuring deviation from expected non-interaction effect. (1) Drug 1: CCC(=C(C1=CC=CC=C1)C2=CC=C(C=C2)OCCN(C)C)C3=CC=CC=C3.C(C(=O)O)C(CC(=O)O)(C(=O)O)O. Drug 2: CC1=C(C(=CC=C1)Cl)NC(=O)C2=CN=C(S2)NC3=CC(=NC(=N3)C)N4CCN(CC4)CCO. Cell line: SNB-75. Synergy scores: CSS=20.1, Synergy_ZIP=8.30, Synergy_Bliss=13.0, Synergy_Loewe=2.06, Synergy_HSA=8.53. (2) Drug 1: CN1CCC(CC1)COC2=C(C=C3C(=C2)N=CN=C3NC4=C(C=C(C=C4)Br)F)OC. Drug 2: CCCCC(=O)OCC(=O)C1(CC(C2=C(C1)C(=C3C(=C2O)C(=O)C4=C(C3=O)C=CC=C4OC)O)OC5CC(C(C(O5)C)O)NC(=O)C(F)(F)F)O. Cell line: HOP-62. Synergy scores: CSS=8.12, Synergy_ZIP=0.900, Synergy_Bliss=6.91, Synergy_Loewe=6.37, Synergy_HSA=6.38. (3) Drug 1: CC1=C(C=C(C=C1)NC2=NC=CC(=N2)N(C)C3=CC4=NN(C(=C4C=C3)C)C)S(=O)(=O)N.Cl. Drug 2: CCC1=C2CN3C(=CC4=C(C3=O)COC(=O)C4(CC)O)C2=NC5=C1C=C(C=C5)O. Cell line: SR. Synergy scores: CSS=65.2, Synergy_ZIP=0.0538, Synergy_Bliss=0.290, Synergy_Loewe=-25.5, Synergy_HSA=1.48.